From a dataset of Forward reaction prediction with 1.9M reactions from USPTO patents (1976-2016). Predict the product of the given reaction. (1) Given the reactants [Si]([O:18][CH:19]1[CH2:22][N:21]([C:23]2[S:24][CH:25]=[C:26]([CH2:28][N:29]3[C:33](=[O:34])[CH2:32][CH2:31][C:30]3=[O:35])[N:27]=2)[CH2:20]1)(C(C)(C)C)(C1C=CC=CC=1)C1C=CC=CC=1.[F-].C([N+](CCCC)(CCCC)CCCC)CCC, predict the reaction product. The product is: [OH:18][CH:19]1[CH2:22][N:21]([C:23]2[S:24][CH:25]=[C:26]([CH2:28][N:29]3[C:33](=[O:34])[CH2:32][CH2:31][C:30]3=[O:35])[N:27]=2)[CH2:20]1. (2) Given the reactants [Cl:1][C:2]1[N:7]=[C:6]([N:8]2[CH2:13][CH2:12][CH:11]([OH:14])[CH2:10][CH2:9]2)[C:5]([CH3:15])=[CH:4][N:3]=1.[CH2:16]([O:18][C:19](=[O:31])[CH2:20][C@H:21]1[C:29]2[C:24](=[CH:25][C:26](O)=[CH:27][CH:28]=2)[CH2:23][CH2:22]1)[CH3:17].C1C=CC(P(C2C=CC=CC=2)C2C=CC=CC=2)=CC=1.C1CCN(C(N=NC(N2CCCCC2)=O)=O)CC1, predict the reaction product. The product is: [CH2:16]([O:18][C:19](=[O:31])[CH2:20][C@H:21]1[C:29]2[C:24](=[CH:25][C:26]([O:14][CH:11]3[CH2:10][CH2:9][N:8]([C:6]4[C:5]([CH3:15])=[CH:4][N:3]=[C:2]([Cl:1])[N:7]=4)[CH2:13][CH2:12]3)=[CH:27][CH:28]=2)[CH2:23][CH2:22]1)[CH3:17]. (3) Given the reactants [CH2:1]([O:3][C:4](=[O:24])[CH2:5][C@@H:6]([NH:16][C:17]([O:19][C:20]([CH3:23])([CH3:22])[CH3:21])=[O:18])[C:7]([NH:9][C:10]1[CH:11]=[N:12][CH:13]=[CH:14][CH:15]=1)=[O:8])[CH3:2], predict the reaction product. The product is: [CH2:1]([O:3][C:4](=[O:24])[CH2:5][C@@H:6]([NH:16][C:17]([O:19][C:20]([CH3:23])([CH3:22])[CH3:21])=[O:18])[C:7]([NH:9][CH:10]1[CH2:15][CH2:14][CH2:13][NH:12][CH2:11]1)=[O:8])[CH3:2]. (4) Given the reactants [CH2:1]([C:3]1[C:10]([C:11]2[CH:12]=[N:13][C:14]([C:17]3[CH:22]=[CH:21][C:20]([O:23][CH:24]([CH3:26])[CH3:25])=[C:19]([C:27]([F:30])([F:29])[F:28])[CH:18]=3)=[N:15][CH:16]=2)=[CH:9][CH:8]=[CH:7][C:4]=1[CH:5]=O)[CH3:2].[NH:31]1[CH2:36][CH2:35][CH:34]([C:37]([O:39][CH2:40][CH3:41])=[O:38])[CH2:33][CH2:32]1.C(O)(=O)C, predict the reaction product. The product is: [CH2:1]([C:3]1[C:10]([C:11]2[CH:16]=[N:15][C:14]([C:17]3[CH:22]=[CH:21][C:20]([O:23][CH:24]([CH3:25])[CH3:26])=[C:19]([C:27]([F:29])([F:30])[F:28])[CH:18]=3)=[N:13][CH:12]=2)=[CH:9][CH:8]=[CH:7][C:4]=1[CH2:5][N:31]1[CH2:36][CH2:35][CH:34]([C:37]([O:39][CH2:40][CH3:41])=[O:38])[CH2:33][CH2:32]1)[CH3:2]. (5) Given the reactants Br[C:2]1[N:11]=[C:10]([C:12]([NH:14][CH2:15][C:16]2[CH:21]=[CH:20][CH:19]=[C:18]([O:22][CH3:23])[C:17]=2[O:24][CH3:25])=[O:13])[C:9]([OH:26])=[C:8]2[C:3]=1[CH:4]=[CH:5][CH:6]=[N:7]2.[CH3:27][N:28]([CH3:36])[C:29]1[CH:34]=[CH:33][C:32]([SH:35])=[CH:31][CH:30]=1.C(N(CC)CC)C, predict the reaction product. The product is: [CH3:25][O:24][C:17]1[C:18]([O:22][CH3:23])=[CH:19][CH:20]=[CH:21][C:16]=1[CH2:15][NH:14][C:12]([C:10]1[C:9]([OH:26])=[C:8]2[C:3]([CH:4]=[CH:5][CH:6]=[N:7]2)=[C:2]([S:35][C:32]2[CH:33]=[CH:34][C:29]([N:28]([CH3:36])[CH3:27])=[CH:30][CH:31]=2)[N:11]=1)=[O:13]. (6) Given the reactants [CH3:1][C:2]1[CH:11]=[CH:10][C:5]2[N:6]=[C:7]([NH2:9])[S:8][C:4]=2[CH:3]=1.C(=O)([O-])[O-].[Cs+].[Cs+].[C:18]1([CH3:27])[CH:23]=[CH:22][C:21]([C:24](Cl)=[O:25])=[CH:20][CH:19]=1, predict the reaction product. The product is: [CH3:27][C:18]1[CH:23]=[CH:22][C:21]([C:24]([NH:9][C:7]2[S:8][C:4]3[CH:3]=[C:2]([CH3:1])[CH:11]=[CH:10][C:5]=3[N:6]=2)=[O:25])=[CH:20][CH:19]=1. (7) Given the reactants [OH:1][C:2]1[CH:3]=[C:4]2[C:9](=[C:10](O)[CH:11]=1)[C:8](=[O:13])[N:7]([C:14]1[CH:19]=[CH:18][C:17]([OH:20])=[CH:16][CH:15]=1)[CH:6]=[C:5]2[C:21]1[CH:26]=[CH:25][C:24](OC)=[CH:23][CH:22]=1.OC1C=C2C(=C(O)C=1)C(=O)N(C1C=CC(O)=CC=1)C=C2C1C=CC=CC=1.OC1C=C2C(=C(O)C=1)C(=O)N(C1C=CC(O)=CC=1)C=C2/C=C/C(O)=O.FC(F)(F)C1C=CC(N2C=CC3C(=CC=CC=3)C2=O)=CC=1.OC1C=C2C(=CC=1)C(=O)N(C1C=CC(CO)=CC=1)C=C2C1C=CC(O)=CC=1.BrCC1C=CC(N2C=C(C3C=CC(C(F)(F)F)=CC=3)C3C(=CC=C(O)C=3)C2=O)=CC=1O.OC1C=C2C(=C(C#N)C=1)C(=O)N(C1C=CC(O)=CC=1)C=C2C1C=C(F)C(F)=C(F)C=1.FC1C=C(C2C3C(=CC=C(O)C=3)C(=O)N(C3C=C(C=CC=3)C(N)=O)C=2)C=CC=1C(F)(F)F.FC1C=C(C2C3C(=CC=C(O)C=3)C(=O)N(C3C=CC(C(N)=O)=CC=3)C=2)C=CC=1C(F)(F)F, predict the reaction product. The product is: [OH:1][C:2]1[CH:3]=[C:4]2[C:9](=[CH:10][CH:11]=1)[C:8](=[O:13])[N:7]([C:14]1[CH:15]=[CH:16][C:17]([OH:20])=[CH:18][CH:19]=1)[CH:6]=[C:5]2[C:21]1[CH:26]=[CH:25][CH:24]=[CH:23][CH:22]=1.